From a dataset of Full USPTO retrosynthesis dataset with 1.9M reactions from patents (1976-2016). Predict the reactants needed to synthesize the given product. (1) Given the product [CH3:43][C:42]([CH3:45])([CH3:44])[CH2:41][N:38]1[CH2:37][C:29]2[C:30]3[CH:31]=[N:32][NH:33][C:34]=3[CH:35]=[CH:36][C:28]=2[CH2:27][C@@H:26]([NH:25][C:3]([N:22]2[CH2:23][CH2:24][C:16]3([N:15]=[C:14]([C:8]4[CH:9]=[CH:10][CH:11]=[CH:12][CH:13]=4)[NH:18][C:17]3=[O:19])[CH2:20][CH2:21]2)=[O:4])[C:39]1=[O:40], predict the reactants needed to synthesize it. The reactants are: FC(F)(F)[C:3](O)=[O:4].[C:8]1([C:14]2[NH:18][C:17](=[O:19])[C:16]3([CH2:24][CH2:23][NH:22][CH2:21][CH2:20]3)[N:15]=2)[CH:13]=[CH:12][CH:11]=[CH:10][CH:9]=1.[NH2:25][C@H:26]1[C:39](=[O:40])[N:38]([CH2:41][C:42]([CH3:45])([CH3:44])[CH3:43])[CH2:37][C:29]2[C:30]3[CH:31]=[N:32][NH:33][C:34]=3[CH:35]=[CH:36][C:28]=2[CH2:27]1. (2) Given the product [CH3:32][NH:31][C@@H:15]([C:16]1[CH:21]=[CH:20][CH:19]=[C:18]([C:22]2[N:26]=[C:25]([C:27]([F:30])([F:28])[F:29])[O:24][N:23]=2)[CH:17]=1)[CH2:14][N:11]1[CH2:12][CH2:13][C@H:9]([OH:8])[CH2:10]1, predict the reactants needed to synthesize it. The reactants are: [Si]([O:8][C@H:9]1[CH2:13][CH2:12][N:11]([CH2:14][C@@H:15]([N:31](C)[C:32](=O)OCC2C=CC=CC=2)[C:16]2[CH:21]=[CH:20][CH:19]=[C:18]([C:22]3[N:26]=[C:25]([C:27]([F:30])([F:29])[F:28])[O:24][N:23]=3)[CH:17]=2)[CH2:10]1)(C(C)(C)C)(C)C. (3) Given the product [CH2:1]([O:9][C:10]1[C:11]([C:20]([O:22][CH2:1][C:2]2[CH:7]=[CH:6][CH:5]=[CH:4][CH:3]=2)=[O:21])=[CH:12][C:13]2[C:18]([CH:19]=1)=[CH:17][CH:16]=[CH:15][CH:14]=2)[C:2]1[CH:7]=[CH:6][CH:5]=[CH:4][CH:3]=1, predict the reactants needed to synthesize it. The reactants are: [CH2:1](Br)[C:2]1[CH:7]=[CH:6][CH:5]=[CH:4][CH:3]=1.[OH:9][C:10]1[C:11]([C:20]([OH:22])=[O:21])=[CH:12][C:13]2[C:18]([CH:19]=1)=[CH:17][CH:16]=[CH:15][CH:14]=2.C(=O)([O-])[O-].[K+].[K+]. (4) Given the product [NH2:1][C:2]1[C:3]([C:13]([NH:40][CH2:35][CH2:34][N:39]2[CH2:38][CH2:37][O:51][CH2:50][CH2:49]2)=[O:15])=[N:4][C:5]([Br:12])=[C:6]([C:8]([F:9])([F:10])[F:11])[N:7]=1, predict the reactants needed to synthesize it. The reactants are: [NH2:1][C:2]1[C:3]([C:13]([OH:15])=O)=[N:4][C:5]([Br:12])=[C:6]([C:8]([F:11])([F:10])[F:9])[N:7]=1.CCN(C(C)C)C(C)C.CN(C(ON1N=[N:40][C:35]2C=[CH:37][CH:38]=[N:39][C:34]1=2)=[N+](C)C)C.F[P-](F)(F)(F)(F)F.[CH3:49][CH2:50][O:51]C(C)=O. (5) Given the product [CH:4]1[C:5]2[C:10](=[CH:9][CH:8]=[CH:7][CH:6]=2)[C:1]([C:11]([NH:30][C:19]2([C:17]([OH:16])=[O:18])[CH2:27][C:26]3[C:21](=[CH:22][CH:23]=[CH:24][CH:25]=3)[CH2:20]2)=[O:13])=[CH:2][N:32]=1, predict the reactants needed to synthesize it. The reactants are: [C:1]1([C:11]([OH:13])=O)[C:10]2[CH2:9][CH2:8][CH2:7][CH2:6][C:5]=2[CH:4]=C[CH:2]=1.C([O:16][C:17]([C:19]1([NH2:30])[CH2:27][C:26]2[C:21](=[CH:22][CH:23]=[C:24](OC)[CH:25]=2)[CH2:20]1)=[O:18])C.C[N:32](C(ON1N=NC2C=CC=NC1=2)=[N+](C)C)C.F[P-](F)(F)(F)(F)F.CCN(C(C)C)C(C)C.